From a dataset of Reaction yield outcomes from USPTO patents with 853,638 reactions. Predict the reaction yield, written as a fraction of the theoretical maximum amount of product (1.0 means a 100% yield; for example, 0.34 means a 34% yield). (1) The reactants are [N:1]1([CH2:8][CH2:9][O:10][C:11]2[CH:16]=[CH:15][C:14]([C:17]([C:19]3[C:28]4[C:23](=[CH:24][C:25]([O:29]C)=[CH:26][CH:27]=4)[CH:22]=[CH:21][C:20]=3[C:31]3[CH:36]=[C:35]([F:37])[CH:34]=[CH:33][C:32]=3[F:38])=[O:18])=[CH:13][CH:12]=2)[CH2:7][CH2:6][CH2:5][CH2:4][CH2:3][CH2:2]1.B(Br)(Br)Br.C(=O)(O)[O-].[Na+].C(Cl)(Cl)Cl.C(O)(C)C. The catalyst is C(Cl)Cl. The product is [N:1]1([CH2:8][CH2:9][O:10][C:11]2[CH:16]=[CH:15][C:14]([C:17]([C:19]3[C:28]4[C:23](=[CH:24][C:25]([OH:29])=[CH:26][CH:27]=4)[CH:22]=[CH:21][C:20]=3[C:31]3[CH:36]=[C:35]([F:37])[CH:34]=[CH:33][C:32]=3[F:38])=[O:18])=[CH:13][CH:12]=2)[CH2:7][CH2:6][CH2:5][CH2:4][CH2:3][CH2:2]1. The yield is 0.460. (2) The reactants are Cl[S:2]([N:5]=C=O)(=[O:4])=[O:3].C(O)=O.[CH:11]1([CH2:16][CH2:17][OH:18])[CH2:15][CH2:14][CH2:13][CH2:12]1.N1C=CC=CC=1. The catalyst is ClCCl. The product is [CH:11]1([CH2:16][CH2:17][O:18][S:2](=[O:3])(=[O:4])[NH2:5])[CH2:15][CH2:14][CH2:13][CH2:12]1. The yield is 0.950.